The task is: Predict which catalyst facilitates the given reaction.. This data is from Catalyst prediction with 721,799 reactions and 888 catalyst types from USPTO. (1) Reactant: [Cl:1][C:2]1[CH:3]=[N:4][N:5]([CH2:7]O)[CH:6]=1.S(Cl)([Cl:11])=O. Product: [ClH:1].[Cl:1][C:2]1[CH:3]=[N:4][N:5]([CH2:7][Cl:11])[CH:6]=1. The catalyst class is: 4. (2) Reactant: C([C:3]1[N:4]([CH2:17][C:18]2[CH:23]=[CH:22][CH:21]=[CH:20][C:19]=2[S:24][C:25]2[CH:30]=[CH:29][C:28]([Cl:31])=[CH:27][CH:26]=2)[C:5]2[C:10]([C:11](=[O:16])[C:12]=1[C:13]([OH:15])=[O:14])=[N:9][CH:8]=[CH:7][CH:6]=2)C.O.[OH-].[Li+]. Product: [Cl:31][C:28]1[CH:29]=[CH:30][C:25]([S:24][C:19]2[CH:20]=[CH:21][CH:22]=[CH:23][C:18]=2[CH2:17][N:4]2[C:5]3[C:10](=[N:9][CH:8]=[CH:7][CH:6]=3)[C:11](=[O:16])[C:12]([C:13]([OH:15])=[O:14])=[CH:3]2)=[CH:26][CH:27]=1. The catalyst class is: 24. (3) Reactant: [CH3:1][O:2][C:3]1[CH:4]=[C:5]2[C:10](=[CH:11][C:12]=1[O:13][CH3:14])[N:9]=[CH:8][N:7]=[C:6]2[O:15][C:16]1[CH:22]=[CH:21][C:19]([NH2:20])=[CH:18][CH:17]=1.C(N(CC)CC)C.ClC(Cl)(O[C:34](=[O:40])OC(Cl)(Cl)Cl)Cl.[N:42]1([CH2:47][CH2:48][NH2:49])[CH2:46][CH2:45][CH2:44][CH2:43]1. Product: [CH3:1][O:2][C:3]1[CH:4]=[C:5]2[C:10](=[CH:11][C:12]=1[O:13][CH3:14])[N:9]=[CH:8][N:7]=[C:6]2[O:15][C:16]1[CH:22]=[CH:21][C:19]([NH:20][C:34]([NH:49][CH2:48][CH2:47][N:42]2[CH2:46][CH2:45][CH2:44][CH2:43]2)=[O:40])=[CH:18][CH:17]=1. The catalyst class is: 146. (4) Product: [F:2][C@@H:3]1[CH2:7][CH2:6][N:5]([CH2:16][CH2:17][OH:18])[CH2:4]1.[F:2][C@@H:3]1[CH2:7][CH2:6][N:5]([CH2:16][C:17]([O:19][CH3:20])=[O:18])[CH2:4]1. Reactant: Cl.[F:2][C@@H:3]1[CH2:7][CH2:6][NH:5][CH2:4]1.C(N(CC)CC)C.Br[CH2:16][C:17]([O:19][CH3:20])=[O:18]. The catalyst class is: 34. (5) Reactant: [CH3:1][O:2][C:3]([C:5]1[CH2:9][CH2:8][CH2:7][C:6]=1[CH:10]1[O:14][N:13]=[C:12]([C:15]2[CH:20]=[CH:19][C:18]([O:21]CC3C4C(=CC=CC=4)N=C(C)C=3)=[CH:17][CH:16]=2)[CH2:11]1)=[O:4]. Product: [CH3:1][O:2][C:3]([C@@H:5]1[CH2:9][CH2:8][CH2:7][C@@H:6]1[CH:10]1[O:14][N:13]=[C:12]([C:15]2[CH:20]=[CH:19][C:18]([OH:21])=[CH:17][CH:16]=2)[CH2:11]1)=[O:4]. The catalyst class is: 370. (6) Reactant: [OH:1][C:2]1[C:3]([CH:11]=O)=[CH:4][C:5]2[O:9][CH2:8][O:7][C:6]=2[CH:10]=1.C(NCCCC)CCC.C1(=O)OC(=O)C2=CC=CC=C12.[N+:33]([CH:36](O)[CH3:37])([O-:35])=[O:34]. Product: [CH2:8]1[O:7][C:6]2[CH:10]=[C:2]3[C:3]([CH:11]=[C:36]([N+:33]([O-:35])=[O:34])[CH2:37][O:1]3)=[CH:4][C:5]=2[O:9]1. The catalyst class is: 2.